From a dataset of Full USPTO retrosynthesis dataset with 1.9M reactions from patents (1976-2016). Predict the reactants needed to synthesize the given product. (1) Given the product [Cl:25][C:26]1[CH:31]=[C:30]([C:9]2[CH:21]=[CH:20][C:12]([C:13]([O:15][C:16]([CH3:19])([CH3:18])[CH3:17])=[O:14])=[C:11]([N+:22]([O-:24])=[O:23])[CH:10]=2)[CH:29]=[CH:28][CH:27]=1, predict the reactants needed to synthesize it. The reactants are: C1(C)C=CC=CC=1.Br[C:9]1[CH:21]=[CH:20][C:12]([C:13]([O:15][C:16]([CH3:19])([CH3:18])[CH3:17])=[O:14])=[C:11]([N+:22]([O-:24])=[O:23])[CH:10]=1.[Cl:25][C:26]1[CH:27]=[C:28](B(O)O)[CH:29]=[CH:30][CH:31]=1.C(=O)([O-])[O-].[Na+].[Na+]. (2) Given the product [C:1]([OH:4])(=[O:3])[CH3:2].[C:56]([C:53]1[CH:54]=[CH:55][C:50]([C:46]2[CH:45]=[C:44]([C:42]3[NH:41][C:40]4[CH:60]=[CH:61][C:37]([C:35]([NH2:36])=[NH:34])=[CH:38][C:39]=4[N:43]=3)[CH:49]=[CH:48][CH:47]=2)=[N:51][CH:52]=1)(=[NH:57])[NH2:59], predict the reactants needed to synthesize it. The reactants are: [C:1]([OH:4])(=[O:3])[CH3:2].C(C1C=CC(C2C=CC(O)=C(C3NC4C=CC(C(N)=N)=CC=4N=3)C=2)=CC=1)(=N)N.O[NH:34][C:35]([C:37]1[CH:61]=[CH:60][C:40]2[NH:41][C:42]([C:44]3[CH:49]=[CH:48][CH:47]=[C:46]([C:50]4[CH:55]=[CH:54][C:53]([C:56](=[NH:59])[NH:57]O)=[CH:52][N:51]=4)[CH:45]=3)=[N:43][C:39]=2[CH:38]=1)=[NH:36].CC(C)C.C(C1C=C(C2C=CC=C(C#N)C=2)C=CC=1O)=O. (3) Given the product [CH3:1][S:6][C:7]1[N:8]([C:17]2[CH:18]=[CH:19][C:20]([O:23][CH2:24][C:25]([F:28])([F:27])[F:26])=[CH:21][CH:22]=2)[C:9](=[O:16])[C:10]2[NH:15][CH:14]=[CH:13][C:11]=2[N:12]=1, predict the reactants needed to synthesize it. The reactants are: [C:1](=O)([O-])O.[Na+].[S:6]=[C:7]1[NH:12][C:11]2[CH:13]=[CH:14][NH:15][C:10]=2[C:9](=[O:16])[N:8]1[C:17]1[CH:22]=[CH:21][C:20]([O:23][CH2:24][C:25]([F:28])([F:27])[F:26])=[CH:19][CH:18]=1.IC.CN(C)C=O.